From a dataset of Reaction yield outcomes from USPTO patents with 853,638 reactions. Predict the reaction yield, written as a fraction of the theoretical maximum amount of product (1.0 means a 100% yield; for example, 0.34 means a 34% yield). (1) The reactants are FC(F)(F)S(O[CH2:7][C:8]([F:11])([F:10])[F:9])(=O)=O.[O:14]1[C:19]2([CH2:24][CH2:23][N:22]([C:25]([O:27][C:28]([CH3:31])([CH3:30])[CH3:29])=[O:26])[CH2:21][CH2:20]2)[CH2:18][NH:17][CH2:16][CH:15]1[C:32]([O:34][CH3:35])=[O:33].C([O-])(O)=O.[Na+]. The yield is 0.680. The product is [F:9][C:8]([F:11])([F:10])[CH2:7][N:17]1[CH2:18][C:19]2([CH2:24][CH2:23][N:22]([C:25]([O:27][C:28]([CH3:31])([CH3:30])[CH3:29])=[O:26])[CH2:21][CH2:20]2)[O:14][CH:15]([C:32]([O:34][CH3:35])=[O:33])[CH2:16]1. The catalyst is CCO. (2) The reactants are [Cl:1][C:2]1[CH:33]=[CH:32][C:5]([CH2:6][NH:7][C:8](=[O:31])[CH2:9][C@@H:10]2[CH2:21][CH:20]=[CH:19][CH2:18][C@H:17]([CH3:22])[C:16](=[O:23])[O:15][C@H:14]([C:24]3[CH:29]=[CH:28][CH:27]=[CH:26][CH:25]=3)[CH2:13][NH:12][C:11]2=[O:30])=[CH:4][CH:3]=1.CC1C=CC(S(NN)(=O)=O)=CC=1.COCCOC.C([O-])(=O)C.[Na+]. The catalyst is O. The product is [Cl:1][C:2]1[CH:3]=[CH:4][C:5]([CH2:6][NH:7][C:8](=[O:31])[CH2:9][C@@H:10]2[CH2:21][CH2:20][CH2:19][CH2:18][C@H:17]([CH3:22])[C:16](=[O:23])[O:15][C@H:14]([C:24]3[CH:25]=[CH:26][CH:27]=[CH:28][CH:29]=3)[CH2:13][NH:12][C:11]2=[O:30])=[CH:32][CH:33]=1. The yield is 0.590.